The task is: Predict the product of the given reaction.. This data is from Forward reaction prediction with 1.9M reactions from USPTO patents (1976-2016). (1) Given the reactants [Cl:1][C:2]1[CH:7]=[C:6]([C:8]2[CH:13]=[C:12]([Cl:14])[CH:11]=[CH:10][C:9]=2OCC)[N:5]=[C:4]([NH2:18])[N:3]=1.[Cl:19]C1C(Cl)=CC=CC=1B(O)O.NC1N=C(Cl)C=C(Cl)N=1, predict the reaction product. The product is: [Cl:1][C:2]1[CH:7]=[C:6]([C:8]2[CH:9]=[CH:10][CH:11]=[C:12]([Cl:14])[C:13]=2[Cl:19])[N:5]=[C:4]([NH2:18])[N:3]=1. (2) The product is: [CH2:1]([O:8][C:9]1[C:14]([B:20]2[O:21][C:22]([CH3:24])([CH3:23])[C:18]([CH3:34])([CH3:17])[O:19]2)=[C:13]([CH3:16])[CH:12]=[CH:11][N:10]=1)[C:2]1[CH:7]=[CH:6][CH:5]=[CH:4][CH:3]=1. Given the reactants [CH2:1]([O:8][C:9]1[C:14](Br)=[C:13]([CH3:16])[CH:12]=[CH:11][N:10]=1)[C:2]1[CH:7]=[CH:6][CH:5]=[CH:4][CH:3]=1.[CH3:17][C:18]1([CH3:34])[C:22]([CH3:24])([CH3:23])[O:21][B:20]([B:20]2[O:21][C:22]([CH3:24])([CH3:23])[C:18]([CH3:34])([CH3:17])[O:19]2)[O:19]1.C([O-])(=O)C.[K+], predict the reaction product. (3) The product is: [CH3:1][NH:2][C@H:10]1[CH2:11][CH2:12][C@@H:13]([N:16]2[CH2:20][CH2:19][CH2:18][CH2:17]2)[CH2:14][CH2:15]1. Given the reactants [CH3:1][N:2]([C@H:10]1[CH2:15][CH2:14][C@@H:13]([N:16]2[CH2:20][CH2:19][CH2:18][CH2:17]2)[CH2:12][CH2:11]1)C(=O)OC(C)(C)C.FC(F)(F)C(O)=O, predict the reaction product. (4) The product is: [CH2:1]([O:3][C:4](=[O:28])[C:5]1[CH:10]=[CH:9][CH:8]=[C:7]([NH:11][C:12]2[N:17]3[N:18]=[CH:19][C:20]([CH2:21][CH2:22][CH2:23][CH2:24][C:25]#[N:26])=[C:16]3[N:15]=[C:14]([NH:35][C:31]3[CH:32]=[CH:33][CH:34]=[C:29]([NH2:36])[CH:30]=3)[CH:13]=2)[CH:6]=1)[CH3:2]. Given the reactants [CH2:1]([O:3][C:4](=[O:28])[C:5]1[CH:10]=[CH:9][CH:8]=[C:7]([NH:11][C:12]2[N:17]3[N:18]=[CH:19][C:20]([CH2:21][CH2:22][CH2:23][CH2:24][C:25]#[N:26])=[C:16]3[N:15]=[C:14](Cl)[CH:13]=2)[CH:6]=1)[CH3:2].[C:29]1([NH2:36])[CH:34]=[CH:33][CH:32]=[C:31]([NH2:35])[CH:30]=1, predict the reaction product. (5) Given the reactants Cl[C:2]1[N:3]=[C:4]([NH:13][C:14]2[NH:18][N:17]=[C:16]([CH:19]([CH3:21])[CH3:20])[CH:15]=2)[C:5]2[CH2:10][CH2:9][C:8]([CH3:12])([CH3:11])[C:6]=2[N:7]=1.[NH:22]1[CH2:29][CH2:28][CH2:27][C@H:23]1[C:24]([OH:26])=[O:25].[C:30](O)(C(F)(F)F)=O, predict the reaction product. The product is: [CH:19]([C:16]1[CH:15]=[C:14]([NH:13][C:4]2[C:5]3[CH2:10][CH2:9][C:8]([CH3:12])([CH3:11])[C:6]=3[N:7]=[C:2]([N:22]3[CH2:29][CH2:28][CH2:27][CH:23]3[C:24]([O:26][CH3:30])=[O:25])[N:3]=2)[NH:18][N:17]=1)([CH3:21])[CH3:20]. (6) Given the reactants [N:1]1[C:10]2[C:5](=[CH:6][CH:7]=[CH:8][C:9]=2[S:11](Cl)(=[O:13])=[O:12])[CH:4]=[CH:3][CH:2]=1.[NH2:15][C:16]1[CH:17]=[C:18]([CH:28]=[CH:29][C:30]=1[O:31][CH3:32])[C:19]([NH:21][C:22]1[CH:27]=[CH:26][CH:25]=[CH:24][CH:23]=1)=[O:20], predict the reaction product. The product is: [N:1]1[C:10]2[C:5](=[CH:6][CH:7]=[CH:8][C:9]=2[S:11]([NH:15][C:16]2[CH:17]=[C:18]([CH:28]=[CH:29][C:30]=2[O:31][CH3:32])[C:19]([NH:21][C:22]2[CH:27]=[CH:26][CH:25]=[CH:24][CH:23]=2)=[O:20])(=[O:13])=[O:12])[CH:4]=[CH:3][CH:2]=1.